From a dataset of HIV replication inhibition screening data with 41,000+ compounds from the AIDS Antiviral Screen. Binary Classification. Given a drug SMILES string, predict its activity (active/inactive) in a high-throughput screening assay against a specified biological target. The result is 0 (inactive). The compound is CCCC(N)S(=O)(=O)O.